This data is from Reaction yield outcomes from USPTO patents with 853,638 reactions. The task is: Predict the reaction yield, written as a fraction of the theoretical maximum amount of product (1.0 means a 100% yield; for example, 0.34 means a 34% yield). (1) The reactants are [CH3:1][C:2]1[CH:7]=[CH:6][CH:5]=[CH:4][C:3]=1[OH:8].[Na].[Cl:10][C:11]1[N:12]=[N:13][C:14](Cl)=[C:15]([O:18][CH3:19])[C:16]=1Cl. The catalyst is C1(C)C=CC=CC=1. The product is [Cl:10][C:11]1[N:12]=[N:13][C:14]([O:8][C:3]2[CH:4]=[CH:5][CH:6]=[CH:7][C:2]=2[CH3:1])=[C:15]([O:18][CH3:19])[C:16]=1[O:8][C:3]1[CH:4]=[CH:5][CH:6]=[CH:7][C:2]=1[CH3:1]. The yield is 0.310. (2) The reactants are CC([O-])(C)C.[K+].[Br:7][C:8]1[C:17]([O:18][CH:19]2[CH2:24][CH2:23][N:22]([C:25]([O:27][C:28]([CH3:31])([CH3:30])[CH3:29])=[O:26])[CH2:21][CH2:20]2)=[C:16]2[C:11]([CH:12]=[N:13][C:14](Cl)=[N:15]2)=[CH:10][CH:9]=1.[NH2:33][C:34]1[CH:39]=[CH:38][C:37]([S:40]([NH2:43])(=[O:42])=[O:41])=[CH:36][CH:35]=1.CC(O)=O. The catalyst is CC(O)C. The product is [Br:7][C:8]1[C:17]([O:18][CH:19]2[CH2:24][CH2:23][N:22]([C:25]([O:27][C:28]([CH3:31])([CH3:30])[CH3:29])=[O:26])[CH2:21][CH2:20]2)=[C:16]2[C:11]([CH:12]=[N:13][C:14]([NH:33][C:34]3[CH:39]=[CH:38][C:37]([S:40](=[O:42])(=[O:41])[NH2:43])=[CH:36][CH:35]=3)=[N:15]2)=[CH:10][CH:9]=1. The yield is 0.370. (3) The reactants are [CH:1]1([CH2:7][CH2:8]O)[CH2:6][CH2:5][CH2:4][CH2:3][CH2:2]1.N1C=CN=C1.C1C=CC(P(C2C=CC=CC=2)C2C=CC=CC=2)=CC=1.[I:34]I. The catalyst is O1CCCC1. The product is [I:34][CH2:8][CH2:7][CH:1]1[CH2:6][CH2:5][CH2:4][CH2:3][CH2:2]1. The yield is 0.790. (4) The reactants are [Br:1][C:2]1[CH:3]=[C:4]([N:13]([CH:19]2[CH2:24][CH2:23][O:22][CH2:21][CH2:20]2)[CH2:14][C:15]([F:18])([F:17])[F:16])[C:5]([CH3:12])=[C:6]([CH:11]=1)[C:7]([O:9]C)=[O:8].[OH-].[Na+]. The catalyst is C1COCC1.CO. The product is [Br:1][C:2]1[CH:3]=[C:4]([N:13]([CH:19]2[CH2:24][CH2:23][O:22][CH2:21][CH2:20]2)[CH2:14][C:15]([F:16])([F:18])[F:17])[C:5]([CH3:12])=[C:6]([CH:11]=1)[C:7]([OH:9])=[O:8]. The yield is 0.900. (5) The reactants are [C:1]([O:5][C:6]1[CH:11]=[CH:10][C:9]([CH2:12][CH:13]([NH:17][C:18]([O:20][CH2:21][CH:22]2[C:34]3[CH:33]=[CH:32][CH:31]=[CH:30][C:29]=3[C:28]3[C:23]2=[CH:24][CH:25]=[CH:26][CH:27]=3)=[O:19])[C:14](O)=[O:15])=[CH:8][CH:7]=1)([CH3:4])([CH3:3])[CH3:2].CN1CCOCC1.ClC(OCC(C)C)=O.[C:50]1([C:56]2[N:57]=[C:58]([CH:61]3[CH2:70][C:69]4[C:64](=[CH:65][CH:66]=[CH:67][CH:68]=4)[CH2:63][NH:62]3)[NH:59][CH:60]=2)[CH:55]=[CH:54][CH:53]=[CH:52][CH:51]=1. The catalyst is ClCCl. The product is [CH:24]1[C:23]2[CH:22]([CH2:21][O:20][C:18](=[O:19])[NH:17][CH:13]([CH2:12][C:9]3[CH:8]=[CH:7][C:6]([O:5][C:1]([CH3:3])([CH3:2])[CH3:4])=[CH:11][CH:10]=3)[C:14](=[O:15])[N:62]3[CH:61]([C:58]4[NH:59][CH:60]=[C:56]([C:50]5[CH:51]=[CH:52][CH:53]=[CH:54][CH:55]=5)[N:57]=4)[CH2:70][C:69]4[C:64](=[CH:65][CH:66]=[CH:67][CH:68]=4)[CH2:63]3)[C:34]3[C:29](=[CH:30][CH:31]=[CH:32][CH:33]=3)[C:28]=2[CH:27]=[CH:26][CH:25]=1. The yield is 0.880.